From a dataset of NCI-60 drug combinations with 297,098 pairs across 59 cell lines. Regression. Given two drug SMILES strings and cell line genomic features, predict the synergy score measuring deviation from expected non-interaction effect. (1) Synergy scores: CSS=17.0, Synergy_ZIP=-8.83, Synergy_Bliss=-6.41, Synergy_Loewe=3.91, Synergy_HSA=4.16. Cell line: MALME-3M. Drug 1: C1C(C(OC1N2C=C(C(=O)NC2=O)F)CO)O. Drug 2: CC1=C(C(CCC1)(C)C)C=CC(=CC=CC(=CC(=O)O)C)C. (2) Drug 2: CC(CN1CC(=O)NC(=O)C1)N2CC(=O)NC(=O)C2. Drug 1: C1=CC(=C2C(=C1NCCNCCO)C(=O)C3=C(C=CC(=C3C2=O)O)O)NCCNCCO. Cell line: COLO 205. Synergy scores: CSS=84.1, Synergy_ZIP=10.5, Synergy_Bliss=8.28, Synergy_Loewe=11.5, Synergy_HSA=13.2. (3) Drug 1: C1=CC(=CC=C1CC(C(=O)O)N)N(CCCl)CCCl.Cl. Drug 2: C(CC(=O)O)C(=O)CN.Cl. Cell line: OVCAR-4. Synergy scores: CSS=3.77, Synergy_ZIP=-1.25, Synergy_Bliss=1.02, Synergy_Loewe=-3.78, Synergy_HSA=-2.59. (4) Cell line: NCIH23. Drug 1: C1=C(C(=O)NC(=O)N1)F. Synergy scores: CSS=35.1, Synergy_ZIP=-10.2, Synergy_Bliss=-11.1, Synergy_Loewe=-10.7, Synergy_HSA=-6.83. Drug 2: C1=NC2=C(N1)C(=S)N=C(N2)N. (5) Drug 2: C1CCC(C(C1)N)N.C(=O)(C(=O)[O-])[O-].[Pt+4]. Synergy scores: CSS=31.3, Synergy_ZIP=-7.62, Synergy_Bliss=-1.32, Synergy_Loewe=-2.28, Synergy_HSA=1.19. Drug 1: C1CN1P(=S)(N2CC2)N3CC3. Cell line: SNB-19. (6) Drug 1: C1CCC(CC1)NC(=O)N(CCCl)N=O. Drug 2: CCC1(CC2CC(C3=C(CCN(C2)C1)C4=CC=CC=C4N3)(C5=C(C=C6C(=C5)C78CCN9C7C(C=CC9)(C(C(C8N6C=O)(C(=O)OC)O)OC(=O)C)CC)OC)C(=O)OC)O.OS(=O)(=O)O. Cell line: MCF7. Synergy scores: CSS=32.6, Synergy_ZIP=2.20, Synergy_Bliss=3.05, Synergy_Loewe=-29.1, Synergy_HSA=0.709. (7) Drug 1: C1C(C(OC1N2C=NC3=C(N=C(N=C32)Cl)N)CO)O. Drug 2: CC1=C(C=C(C=C1)C(=O)NC2=CC(=CC(=C2)C(F)(F)F)N3C=C(N=C3)C)NC4=NC=CC(=N4)C5=CN=CC=C5. Cell line: SK-OV-3. Synergy scores: CSS=1.56, Synergy_ZIP=-1.59, Synergy_Bliss=2.07, Synergy_Loewe=-5.62, Synergy_HSA=-0.00270. (8) Drug 1: CC1=C(C(=CC=C1)Cl)NC(=O)C2=CN=C(S2)NC3=CC(=NC(=N3)C)N4CCN(CC4)CCO. Drug 2: C#CCC(CC1=CN=C2C(=N1)C(=NC(=N2)N)N)C3=CC=C(C=C3)C(=O)NC(CCC(=O)O)C(=O)O. Cell line: HT29. Synergy scores: CSS=62.1, Synergy_ZIP=5.40, Synergy_Bliss=-0.543, Synergy_Loewe=-12.1, Synergy_HSA=-0.483. (9) Drug 1: C1CCN(CC1)CCOC2=CC=C(C=C2)C(=O)C3=C(SC4=C3C=CC(=C4)O)C5=CC=C(C=C5)O. Drug 2: CC1=CC2C(CCC3(C2CCC3(C(=O)C)OC(=O)C)C)C4(C1=CC(=O)CC4)C. Cell line: LOX IMVI. Synergy scores: CSS=2.19, Synergy_ZIP=-2.52, Synergy_Bliss=-5.07, Synergy_Loewe=-6.50, Synergy_HSA=-3.59.